This data is from Peptide-MHC class I binding affinity with 185,985 pairs from IEDB/IMGT. The task is: Regression. Given a peptide amino acid sequence and an MHC pseudo amino acid sequence, predict their binding affinity value. This is MHC class I binding data. (1) The peptide sequence is DQFPTAFEF. The MHC is Mamu-B52 with pseudo-sequence Mamu-B52. The binding affinity (normalized) is 0.612. (2) The peptide sequence is SQEDNHFSL. The MHC is BoLA-HD6 with pseudo-sequence BoLA-HD6. The binding affinity (normalized) is 0.419.